The task is: Predict which catalyst facilitates the given reaction.. This data is from Catalyst prediction with 721,799 reactions and 888 catalyst types from USPTO. (1) Reactant: O.O.Cl.[NH2:4][C:5]1[N:14]=[C:13]([NH2:15])[C:12]2[C:7](=[N:8][CH:9]=[C:10]([CH2:16][N:17]([CH3:27])[C:18]3[CH:26]=[CH:25][C:21]([C:22](O)=[O:23])=[CH:20][CH:19]=3)[N:11]=2)[N:6]=1.[NH2:4][C:5]1[N:14]=[C:13]([NH2:15])[C:12]2[C:7](=[N:8][CH:9]=[C:10]([CH2:16][N:17]([C:18]3[CH:26]=[CH:25][C:21]([C:22](O)=[O:23])=[CH:20][CH:19]=3)[CH3:27])[N:11]=2)[N:6]=1.O.O.C(P(=O)(OCC)OCC)#N.CCN(C(C)C)C(C)C.[CH2:73]([O:75][P:76]([CH2:81][CH2:82][NH2:83])(=[O:80])[O:77][CH2:78][CH3:79])[CH3:74]. Product: [CH2:78]([O:77][P:76]([CH2:81][CH2:82][NH:83][C:22](=[O:23])[C:21]1[CH:20]=[CH:19][C:18]([N:17]([CH2:16][C:10]2[N:11]=[C:12]3[C:7](=[N:8][CH:9]=2)[N:6]=[C:5]([NH2:4])[N:14]=[C:13]3[NH2:15])[CH3:27])=[CH:26][CH:25]=1)(=[O:80])[O:75][CH2:73][CH3:74])[CH3:79]. The catalyst class is: 3. (2) Reactant: [N+:1]([C:4]1[CH:5]=[C:6]([CH:10]=[CH:11][CH:12]=1)[CH:7]=[N:8][OH:9])([O-:3])=[O:2].ClN1C(=O)CCC1=O.[Cl:21][C:22]1[CH:27]=[C:26]([C:28]([C:30]([F:33])([F:32])[F:31])=[CH2:29])[CH:25]=[C:24]([Cl:34])[CH:23]=1.C(N(CC)CC)C. Product: [Cl:21][C:22]1[CH:27]=[C:26]([C:28]2([C:30]([F:33])([F:31])[F:32])[O:9][N:8]=[C:7]([C:6]3[CH:10]=[CH:11][CH:12]=[C:4]([N+:1]([O-:3])=[O:2])[CH:5]=3)[CH2:29]2)[CH:25]=[C:24]([Cl:34])[CH:23]=1. The catalyst class is: 288. (3) Reactant: [CH3:1][C:2]([O:5][C:6]([N:8]1[C@H:13]([CH2:14][CH3:15])[CH2:12][O:11][C@H:10]([C:16]([OH:18])=O)[CH2:9]1)=[O:7])([CH3:4])[CH3:3].[NH2:19][C:20]1[CH:25]=[CH:24][CH:23]=[CH:22][CH:21]=1.C1C=NC2N(O)N=NC=2C=1.C(Cl)CCl. Product: [CH2:14]([C@H:13]1[N:8]([C:6]([O:5][C:2]([CH3:1])([CH3:3])[CH3:4])=[O:7])[CH2:9][C@@H:10]([C:16]([NH:19][C:20]2[CH:25]=[CH:24][CH:23]=[CH:22][CH:21]=2)=[O:18])[O:11][CH2:12]1)[CH3:15]. The catalyst class is: 2. (4) Reactant: [CH2:1]([O:8][C:9]([N:11]1[CH2:20][CH2:19][C:18]2[C:13](=[CH:14][CH:15]=[C:16]([F:22])[C:17]=2[Br:21])[CH:12]1[C:23]1[CH:28]=[C:27]([Cl:29])[CH:26]=[CH:25][C:24]=1[OH:30])=[O:10])[C:2]1[CH:7]=[CH:6][CH:5]=[CH:4][CH:3]=1.C([O-])([O-])=O.[K+].[K+].[CH2:37](Br)[CH:38]=[CH2:39]. Product: [CH2:1]([O:8][C:9]([N:11]1[CH2:20][CH2:19][C:18]2[C:13](=[CH:14][CH:15]=[C:16]([F:22])[C:17]=2[Br:21])[CH:12]1[C:23]1[CH:28]=[C:27]([Cl:29])[CH:26]=[CH:25][C:24]=1[O:30][CH2:39][CH:38]=[CH2:37])=[O:10])[C:2]1[CH:7]=[CH:6][CH:5]=[CH:4][CH:3]=1. The catalyst class is: 95. (5) Reactant: [C:1]([O:5][CH3:6])(=[O:4])[CH2:2][SH:3].C([Li])CCC.Br[CH2:13][CH2:14][CH2:15][CH2:16][Cl:17].O. Product: [CH3:6][O:5][C:1](=[O:4])[CH2:2][S:3][CH2:13][CH2:14][CH2:15][CH2:16][Cl:17]. The catalyst class is: 54. (6) Reactant: [N-]=[N+]=[N-].[N:4]([C:7]1([CH3:18])[C:16]2[C:11](=[CH:12][CH:13]=[C:14]([I:17])[CH:15]=2)[O:10][CH:9]=[CH:8]1)=[N+]=[N-].CP(C)C.O. Product: [I:17][C:14]1[CH:15]=[C:16]2[C:11](=[CH:12][CH:13]=1)[O:10][CH:9]=[CH:8][C:7]2([CH3:18])[NH2:4]. The catalyst class is: 1. (7) Product: [CH:18]([O:21][C:22]([N:24]1[CH2:28][CH2:27][CH:26]([O:29][C@@H:30]([C:32]2[N:35]=[C:9]([C:5]3[CH:4]=[N:3][C:2]([Cl:1])=[N:7][CH:6]=3)[O:34][N:33]=2)[CH3:31])[CH2:25]1)=[O:23])([CH3:19])[CH3:20]. The catalyst class is: 1. Reactant: [Cl:1][C:2]1(O)[N:7]=[CH:6][CH:5]=[CH:4][NH:3]1.[CH:9](N=C=NC(C)C)(C)C.[CH:18]([O:21][C:22]([N:24]1[CH2:28][CH2:27][CH:26]([O:29][C@@H:30]([C:32](=[NH:35])[NH:33][OH:34])[CH3:31])[CH2:25]1)=[O:23])([CH3:20])[CH3:19]. (8) Reactant: [C:1]([O:14]CC)(=[O:13])/[CH:2]=[CH:3]/[CH:4]=[CH:5]/[CH2:6][CH2:7][CH2:8][CH2:9][CH2:10][CH2:11][CH3:12].[OH-].[Na+].Cl. Product: [C:1]([OH:14])(=[O:13])/[CH:2]=[CH:3]/[CH:4]=[CH:5]/[CH2:6][CH2:7][CH2:8][CH2:9][CH2:10][CH2:11][CH3:12]. The catalyst class is: 5. (9) Reactant: [Br:1][C:2]1[CH:9]=[C:8]([O:10][CH:11]2[CH2:16][CH2:15][CH2:14][CH2:13][O:12]2)[CH:7]=[C:6]([OH:17])[C:3]=1[CH:4]=[O:5].[C:18](=O)([O-])[O-].[K+].[K+].IC. Product: [Br:1][C:2]1[CH:9]=[C:8]([O:10][CH:11]2[CH2:16][CH2:15][CH2:14][CH2:13][O:12]2)[CH:7]=[C:6]([O:17][CH3:18])[C:3]=1[CH:4]=[O:5]. The catalyst class is: 1.